From a dataset of Full USPTO retrosynthesis dataset with 1.9M reactions from patents (1976-2016). Predict the reactants needed to synthesize the given product. (1) The reactants are: [C:1]1([C:7]2[N:8]([CH2:16][C:17]3[CH:36]=[CH:35][C:20]([CH2:21][O:22][C:23]4[CH:28]=[CH:27][C:26]([CH2:29][CH2:30][C:31]([O:33]C)=[O:32])=[CH:25][CH:24]=4)=[CH:19][CH:18]=3)[C:9]3[C:14]([CH:15]=2)=[CH:13][CH:12]=[CH:11][CH:10]=3)[CH:6]=[CH:5][CH:4]=[CH:3][CH:2]=1. Given the product [C:1]1([C:7]2[N:8]([CH2:16][C:17]3[CH:18]=[CH:19][C:20]([CH2:21][O:22][C:23]4[CH:24]=[CH:25][C:26]([CH2:29][CH2:30][C:31]([OH:33])=[O:32])=[CH:27][CH:28]=4)=[CH:35][CH:36]=3)[C:9]3[C:14]([CH:15]=2)=[CH:13][CH:12]=[CH:11][CH:10]=3)[CH:6]=[CH:5][CH:4]=[CH:3][CH:2]=1, predict the reactants needed to synthesize it. (2) Given the product [Cl:16][C:9]1[C:8]([CH3:13])=[N:7][C:6]2[C:11]([N:10]=1)=[C:2]([Cl:1])[CH:3]=[CH:4][CH:5]=2, predict the reactants needed to synthesize it. The reactants are: [Cl:1][C:2]1[CH:3]=[CH:4][CH:5]=[C:6]2[C:11]=1[N:10]=[C:9](O)[C:8]([CH3:13])=[N:7]2.P(Cl)(Cl)([Cl:16])=O. (3) Given the product [CH3:9][O:10][C:11]1[CH:20]=[C:19]2[C:14]([C:15](=[O:21])[CH:16]=[CH:17][NH:18]2)=[CH:13][C:12]=1[C:22]([OH:25])=[O:7], predict the reactants needed to synthesize it. The reactants are: OCC(CO)O.[OH-:7].[K+].[CH3:9][O:10][C:11]1[CH:20]=[C:19]2[C:14]([C:15](=[O:21])[CH:16]=[CH:17][NH:18]2)=[CH:13][C:12]=1[C:22]#N.Cl.[OH2:25].